This data is from Catalyst prediction with 721,799 reactions and 888 catalyst types from USPTO. The task is: Predict which catalyst facilitates the given reaction. (1) Reactant: [C:1]1(/[CH:7]=[CH:8]\[C@@H:9]2[CH2:25][N:13]3[CH2:14][CH2:15][N:16]([C:18]4[N:23]=[CH:22][C:21]([F:24])=[CH:20][N:19]=4)[CH2:17][C@@H:12]3[CH2:11][CH2:10]2)[CH:6]=[CH:5][CH:4]=[CH:3][CH:2]=1.[H][H]. Product: [C:1]1([CH2:7][CH2:8][C@H:9]2[CH2:25][N:13]3[CH2:14][CH2:15][N:16]([C:18]4[N:23]=[CH:22][C:21]([F:24])=[CH:20][N:19]=4)[CH2:17][C@@H:12]3[CH2:11][CH2:10]2)[CH:6]=[CH:5][CH:4]=[CH:3][CH:2]=1. The catalyst class is: 63. (2) Reactant: C1C(=O)N([I:8])C(=O)C1.[F:9][C:10]1[CH:15]=[C:14]([F:16])[CH:13]=[CH:12][C:11]=1[C:17]1[N:18]=[C:19]2[N:23]([CH:24]=1)[CH:22]=[CH:21][S:20]2. Product: [F:9][C:10]1[CH:15]=[C:14]([F:16])[CH:13]=[CH:12][C:11]=1[C:17]1[N:18]=[C:19]2[N:23]([C:24]=1[I:8])[CH:22]=[CH:21][S:20]2. The catalyst class is: 18. (3) Reactant: [NH2:1][C@@:2]([C:12]1[C:17]([F:18])=[CH:16][CH:15]=[C:14]([Br:19])[N:13]=1)([CH3:11])[C@@H:3]([F:10])[C@H:4]([OH:9])[C:5]([F:8])([F:7])[F:6].[C:20]([N:28]=[C:29]=[S:30])(=[O:27])[C:21]1[CH:26]=[CH:25][CH:24]=[CH:23][CH:22]=1. Product: [Br:19][C:14]1[N:13]=[C:12]([C@@:2]([NH:1][C:29]([NH:28][C:20](=[O:27])[C:21]2[CH:22]=[CH:23][CH:24]=[CH:25][CH:26]=2)=[S:30])([C@@H:3]([F:10])[C@H:4]([OH:9])[C:5]([F:6])([F:8])[F:7])[CH3:11])[C:17]([F:18])=[CH:16][CH:15]=1. The catalyst class is: 7. (4) Reactant: [C:1]([NH:4][C:5]1[CH:10]=[C:9]([Cl:11])[CH:8]=[CH:7][C:6]=1/[CH:12]=[CH:13]/[C:14]([OH:16])=O)(=[O:3])[CH3:2].CCN=C=NCCCN(C)C.C1C=CC2N(O)N=NC=2C=1.[F:38][C:39]1[CH:54]=[CH:53][C:42]([CH2:43][N:44]2[CH2:49][CH2:48][NH:47][C@H:46]([C@@H:50]([OH:52])[CH3:51])[CH2:45]2)=[CH:41][CH:40]=1. Product: [Cl:11][C:9]1[CH:8]=[CH:7][C:6](/[CH:12]=[CH:13]/[C:14]([N:47]2[CH2:48][CH2:49][N:44]([CH2:43][C:42]3[CH:41]=[CH:40][C:39]([F:38])=[CH:54][CH:53]=3)[CH2:45][C@H:46]2[C@@H:50]([OH:52])[CH3:51])=[O:16])=[C:5]([NH:4][C:1](=[O:3])[CH3:2])[CH:10]=1. The catalyst class is: 1. (5) Reactant: [CH2:1]([O:3][C:4]([CH:6]([CH2:14][CH3:15])[CH2:7][NH:8][C@H:9]([C:11]([OH:13])=[O:12])[CH3:10])=[O:5])[CH3:2].C(N(CC)CC)C.Cl[C:24]([O:26][CH3:27])=[O:25]. Product: [CH2:1]([O:3][C:4]([CH:6]([CH2:14][CH3:15])[CH2:7][N:8]([C:24]([O:26][CH3:27])=[O:25])[C@H:9]([C:11]([OH:13])=[O:12])[CH3:10])=[O:5])[CH3:2]. The catalyst class is: 21.